From a dataset of Full USPTO retrosynthesis dataset with 1.9M reactions from patents (1976-2016). Predict the reactants needed to synthesize the given product. (1) Given the product [ClH:1].[F:26][C:23]1[CH:24]=[CH:25][C:20]([S:17]([N:16]([CH2:15][CH2:14][N:11]2[CH2:12][CH2:13][N:8]([C:7]3[C:2]([C:32]4[CH:33]=[CH:34][CH:35]=[C:36]5[C:31]=4[CH:30]=[CH:29][NH:28]5)=[N:3][CH:4]=[CH:5][CH:6]=3)[CH2:9][CH2:10]2)[CH3:27])(=[O:19])=[O:18])=[CH:21][CH:22]=1, predict the reactants needed to synthesize it. The reactants are: [Cl:1][C:2]1[C:7]([N:8]2[CH2:13][CH2:12][N:11]([CH2:14][CH2:15][N:16]([CH3:27])[S:17]([C:20]3[CH:25]=[CH:24][C:23]([F:26])=[CH:22][CH:21]=3)(=[O:19])=[O:18])[CH2:10][CH2:9]2)=[CH:6][CH:5]=[CH:4][N:3]=1.[NH:28]1[C:36]2[CH:35]=[CH:34][CH:33]=[C:32](B(O)O)[C:31]=2[CH:30]=[CH:29]1.C(=O)([O-])[O-].[K+].[K+].B(O)O. (2) The reactants are: C[Li].C([O:5][CH2:6][CH3:7])C.N1(CC(N2CCC(/C=C/C3C=CC(C(OC)=O)=CC=3)CC2)=O)CCOC[CH2:9]1.[Cl-].[NH4+].[C:37]([OH:42])(=[O:41])[C:38]([OH:40])=[O:39]. Given the product [C:37]([OH:42])(=[O:41])[C:38]([OH:40])=[O:39].[CH3:9][CH:6]([OH:5])[CH3:7], predict the reactants needed to synthesize it. (3) Given the product [NH2:8][C:5]1[CH:6]=[CH:7][C:2]([CH3:1])=[C:3]([NH:11][S:12]([CH2:15][CH2:16][CH3:17])(=[O:14])=[O:13])[CH:4]=1, predict the reactants needed to synthesize it. The reactants are: [CH3:1][C:2]1[CH:7]=[CH:6][C:5]([N+:8]([O-])=O)=[CH:4][C:3]=1[NH:11][S:12]([CH2:15][CH2:16][CH3:17])(=[O:14])=[O:13]. (4) The reactants are: C([Li])(CC)C.[CH3:6][N:7]([CH2:9][C-:10]1[CH:14]=[CH:13][CH:12]=[CH:11]1)[CH3:8].[CH-:15]1[CH:19]=[CH:18][CH:17]=[CH:16]1.[Fe+2:20].[Br:21][C:22]1[CH:27]=[CH:26][CH:25]=[CH:24][C:23]=1I. Given the product [Br:21][C:22]1[CH:27]=[CH:26][CH:25]=[CH:24][C:23]=1[C:11]1[C-:10]([CH2:9][N:7]([CH3:8])[CH3:6])[CH:14]=[CH:13][CH:12]=1.[CH-:15]1[CH:19]=[CH:18][CH:17]=[CH:16]1.[Fe+2:20], predict the reactants needed to synthesize it. (5) Given the product [F:1][C:2]1[CH:7]=[C:6]([NH:8][C:9]([C:11]2[CH:12]=[N:13][N:14]([C:30]3[CH:35]=[C:34]([C:36]([F:39])([F:38])[F:37])[N:33]=[CH:32][N:31]=3)[CH:15]=2)=[O:10])[CH:5]=[CH:4][C:3]=1[C@@H:16]1[O:21][CH2:20][CH2:19][N:18]([C:22]([O:24][C:25]([CH3:28])([CH3:27])[CH3:26])=[O:23])[CH2:17]1, predict the reactants needed to synthesize it. The reactants are: [F:1][C:2]1[CH:7]=[C:6]([NH:8][C:9]([C:11]2[CH:12]=[N:13][NH:14][CH:15]=2)=[O:10])[CH:5]=[CH:4][C:3]=1[C@@H:16]1[O:21][CH2:20][CH2:19][N:18]([C:22]([O:24][C:25]([CH3:28])([CH3:27])[CH3:26])=[O:23])[CH2:17]1.Cl[C:30]1[CH:35]=[C:34]([C:36]([F:39])([F:38])[F:37])[N:33]=[CH:32][N:31]=1.